Dataset: NCI-60 drug combinations with 297,098 pairs across 59 cell lines. Task: Regression. Given two drug SMILES strings and cell line genomic features, predict the synergy score measuring deviation from expected non-interaction effect. (1) Drug 1: C1C(C(OC1N2C=NC3=C2NC=NCC3O)CO)O. Drug 2: C1C(C(OC1N2C=NC(=NC2=O)N)CO)O. Cell line: TK-10. Synergy scores: CSS=4.90, Synergy_ZIP=-2.20, Synergy_Bliss=-2.77, Synergy_Loewe=-15.7, Synergy_HSA=-1.32. (2) Drug 1: C1=NC(=NC(=O)N1C2C(C(C(O2)CO)O)O)N. Drug 2: C1=NC2=C(N1)C(=S)N=CN2. Synergy scores: CSS=53.7, Synergy_ZIP=-2.81, Synergy_Bliss=-3.60, Synergy_Loewe=-2.47, Synergy_HSA=1.73. Cell line: CAKI-1. (3) Drug 1: CC12CCC3C(C1CCC2=O)CC(=C)C4=CC(=O)C=CC34C. Drug 2: C1=CC=C(C=C1)NC(=O)CCCCCCC(=O)NO. Cell line: DU-145. Synergy scores: CSS=61.5, Synergy_ZIP=-2.25, Synergy_Bliss=3.51, Synergy_Loewe=-16.7, Synergy_HSA=5.68. (4) Drug 1: CC12CCC(CC1=CCC3C2CCC4(C3CC=C4C5=CN=CC=C5)C)O. Drug 2: C1=CC=C(C=C1)NC(=O)CCCCCCC(=O)NO. Cell line: ACHN. Synergy scores: CSS=4.29, Synergy_ZIP=-3.14, Synergy_Bliss=-5.87, Synergy_Loewe=-13.8, Synergy_HSA=-6.59.